This data is from Forward reaction prediction with 1.9M reactions from USPTO patents (1976-2016). The task is: Predict the product of the given reaction. Given the reactants COC(C1[N:6]([S:15]([C:18]2[CH:23]=[CH:22][CH:21]=[CH:20][CH:19]=2)(=[O:17])=[O:16])[C:7]2[C:12]([CH:13]=1)=[CH:11][C:10](C)=[CH:9][CH:8]=2)=S.O1CCC[CH2:25]1.O.OO[S:32]([O-:34])=[O:33].[K+].[C:36]([O:39][CH2:40]C)(=[O:38])[CH3:37], predict the reaction product. The product is: [CH3:40][O:39][C:36]([C:37]1[N:6]([S:15]([C:18]2[CH:23]=[CH:22][CH:21]=[CH:20][CH:19]=2)(=[O:17])=[O:16])[C:7]2[C:12]([CH:13]=1)=[CH:11][C:10]([S:32]([CH3:25])(=[O:34])=[O:33])=[CH:9][CH:8]=2)=[O:38].